This data is from Full USPTO retrosynthesis dataset with 1.9M reactions from patents (1976-2016). The task is: Predict the reactants needed to synthesize the given product. (1) Given the product [C:1]([O:5][C:6]([NH:7][C@H:8]([C@@H:22]1[O:26][C:25](=[O:27])[N:24]([C:28]2([C:31]3[CH:36]=[CH:35][CH:34]=[C:33]([C:37]([CH3:40])([CH3:39])[CH3:38])[CH:32]=3)[CH2:30][CH2:29]2)[CH2:23]1)[CH2:9][C:10]1[CH:15]=[CH:14][C:13]([NH:16][C:69]2[CH:65]=[CH:64][CH:63]=[C:62]([CH3:61])[N:67]=2)=[C:12]([CH2:17][CH2:18][CH2:19][CH2:20][CH3:21])[CH:11]=1)=[O:41])([CH3:2])([CH3:3])[CH3:4], predict the reactants needed to synthesize it. The reactants are: [C:1]([O:5][C:6](=[O:41])[NH:7][C@H:8]([C@@H:22]1[O:26][C:25](=[O:27])[N:24]([C:28]2([C:31]3[CH:36]=[CH:35][CH:34]=[C:33]([C:37]([CH3:40])([CH3:39])[CH3:38])[CH:32]=3)[CH2:30][CH2:29]2)[CH2:23]1)[CH2:9][C:10]1[CH:15]=[CH:14][C:13]([NH2:16])=[C:12]([CH2:17][CH2:18][CH2:19][CH2:20][CH3:21])[CH:11]=1)([CH3:4])([CH3:3])[CH3:2].CC(C)([O-])C.[Na+].C1(P(C2CCCCC2)C2C=CC=CC=2[C:61]2C=[CH:65][CH:64]=[CH:63][C:62]=2[N:67]([CH3:69])C)CCCCC1.ClC1C=CC=C(C)N=1. (2) Given the product [CH2:11]([C:13]1[CH:18]=[CH:17][CH:16]=[CH:15][C:14]=1[O:19][C:2]1[CH:7]=[CH:6][C:5]([N+:8]([O-:10])=[O:9])=[CH:4][N:3]=1)[CH3:12], predict the reactants needed to synthesize it. The reactants are: Cl[C:2]1[CH:7]=[CH:6][C:5]([N+:8]([O-:10])=[O:9])=[CH:4][N:3]=1.[CH2:11]([C:13]1[CH:18]=[CH:17][CH:16]=[CH:15][C:14]=1[OH:19])[CH3:12]. (3) Given the product [C:1]([O:4][C:5](=[CH:38][C:34]1[CH:33]=[C:32]([CH3:40])[C:31]2[C:36](=[CH:37][N:29]([CH2:28][O:27][CH3:26])[N:30]=2)[CH:35]=1)[C:6]([O:8][CH3:9])=[O:7])(=[O:3])[CH3:2], predict the reactants needed to synthesize it. The reactants are: [C:1]([O:4][CH:5](P(CC)(CC)=O)[C:6]([O:8][CH3:9])=[O:7])(=[O:3])[CH3:2].[Cl-].[Li+].CN(C)C(=N)N(C)C.[CH3:26][O:27][CH2:28][N:29]1[CH:37]=[C:36]2[C:31]([C:32]([CH3:40])=[CH:33][C:34]([CH:38]=O)=[CH:35]2)=[N:30]1. (4) Given the product [CH2:19]([C:18]1[N:17]([C:23]2[CH:24]=[CH:25][CH:26]=[CH:27][CH:28]=2)[N:16]=[C:15]([C:29]([O:31][CH2:32][CH3:33])=[O:30])[C:14]=1[C:11]1[CH:12]=[CH:13][C:8]([C:6]([OH:7])=[O:5])=[CH:9][C:10]=1[C:34]([N:36]1[CH2:45][CH2:44][C:43]2[C:38](=[CH:39][CH:40]=[CH:41][CH:42]=2)[CH2:37]1)=[O:35])[CH2:20][CH2:21][CH3:22], predict the reactants needed to synthesize it. The reactants are: C([O:5][C:6]([C:8]1[CH:13]=[CH:12][C:11]([C:14]2[C:15]([C:29]([O:31][CH2:32][CH3:33])=[O:30])=[N:16][N:17]([C:23]3[CH:28]=[CH:27][CH:26]=[CH:25][CH:24]=3)[C:18]=2[CH2:19][CH2:20][CH2:21][CH3:22])=[C:10]([C:34]([N:36]2[CH2:45][CH2:44][C:43]3[C:38](=[CH:39][CH:40]=[CH:41][CH:42]=3)[CH2:37]2)=[O:35])[CH:9]=1)=[O:7])(C)(C)C.C(O)(C(F)(F)F)=O.